Predict the product of the given reaction. From a dataset of Forward reaction prediction with 1.9M reactions from USPTO patents (1976-2016). (1) Given the reactants [C:1]([O:5][C:6]([N:8]1[CH2:12][CH:11]([CH2:13][OH:14])[CH2:10][CH:9]1[C:15]([O:17][C:18]([CH3:21])([CH3:20])[CH3:19])=[O:16])=[O:7])([CH3:4])([CH3:3])[CH3:2].C1(P(C2C=CC=CC=2)C2C=CC=CC=2)C=CC=CC=1.[F:41][C:42]1[CH:43]=[C:44](O)[CH:45]=[CH:46][CH:47]=1.CC(OC(/N=N/C(OC(C)C)=O)=O)C, predict the reaction product. The product is: [C:1]([O:5][C:6]([N:8]1[CH2:12][CH:11]([CH2:13][O:14][C:46]2[CH:45]=[CH:44][CH:43]=[C:42]([F:41])[CH:47]=2)[CH:10]=[C:9]1[C:15]([O:17][C:18]([CH3:21])([CH3:20])[CH3:19])=[O:16])=[O:7])([CH3:3])([CH3:4])[CH3:2]. (2) The product is: [CH3:29][N:26]1[CH:27]=[CH:28][C:23]([C:9]2[CH:10]=[CH:11][C:12]3[O:18][CH2:17][CH2:16][NH:15][C:14](=[O:19])[C:13]=3[CH:20]=2)=[CH:24][C:25]1=[O:30]. Given the reactants CC1(C)C(C)(C)OB([C:9]2[CH:10]=[CH:11][C:12]3[O:18][CH2:17][CH2:16][NH:15][C:14](=[O:19])[C:13]=3[CH:20]=2)O1.Br[C:23]1[CH:28]=[CH:27][N:26]([CH3:29])[C:25](=[O:30])[CH:24]=1.C(=O)([O-])[O-].[Cs+].[Cs+].CCOC(C)=O, predict the reaction product. (3) Given the reactants [CH2:1]([O:6][C:7]1[CH:12]=[CH:11][N:10]=[C:9]([CH2:13][O:14]C(=O)C)[C:8]=1[CH3:18])[CH2:2][CH2:3][CH2:4][CH3:5].[OH-].[Na+], predict the reaction product. The product is: [CH2:1]([O:6][C:7]1[CH:12]=[CH:11][N:10]=[C:9]([CH2:13][OH:14])[C:8]=1[CH3:18])[CH2:2][CH2:3][CH2:4][CH3:5].